Task: Regression/Classification. Given a drug SMILES string, predict its absorption, distribution, metabolism, or excretion properties. Task type varies by dataset: regression for continuous measurements (e.g., permeability, clearance, half-life) or binary classification for categorical outcomes (e.g., BBB penetration, CYP inhibition). Dataset: cyp2c9_veith.. Dataset: CYP2C9 inhibition data for predicting drug metabolism from PubChem BioAssay (1) The molecule is O=C1CCC[C@@H](C(C(=O)OCc2ccccc2)C(=O)OCc2ccccc2)C1. The result is 1 (inhibitor). (2) The molecule is COc1ccc(-n2c(=O)cnc3cnc(Oc4cccc(Cl)c4)nc32)cc1. The result is 0 (non-inhibitor). (3) The molecule is C[C@@H]1NC(=O)C/C=C\[C@@H](C)[C@@H]2C=C[C@H](O)[C@@H](COC(=O)[C@H](C)NC(=O)C/C=C\[C@@H](C)[C@@H]3C=C[C@H](O)[C@@H](COC1=O)O3)O2. The result is 0 (non-inhibitor).